This data is from NCI-60 drug combinations with 297,098 pairs across 59 cell lines. The task is: Regression. Given two drug SMILES strings and cell line genomic features, predict the synergy score measuring deviation from expected non-interaction effect. (1) Drug 1: CC1=C2C(C(=O)C3(C(CC4C(C3C(C(C2(C)C)(CC1OC(=O)C(C(C5=CC=CC=C5)NC(=O)C6=CC=CC=C6)O)O)OC(=O)C7=CC=CC=C7)(CO4)OC(=O)C)O)C)OC(=O)C. Drug 2: CC1=C2C(C(=O)C3(C(CC4C(C3C(C(C2(C)C)(CC1OC(=O)C(C(C5=CC=CC=C5)NC(=O)OC(C)(C)C)O)O)OC(=O)C6=CC=CC=C6)(CO4)OC(=O)C)O)C)O. Cell line: CCRF-CEM. Synergy scores: CSS=15.2, Synergy_ZIP=-1.38, Synergy_Bliss=-0.395, Synergy_Loewe=-10.7, Synergy_HSA=-0.975. (2) Drug 1: CN(C)C1=NC(=NC(=N1)N(C)C)N(C)C. Drug 2: COC1=C2C(=CC3=C1OC=C3)C=CC(=O)O2. Cell line: NCI-H460. Synergy scores: CSS=-3.25, Synergy_ZIP=1.25, Synergy_Bliss=-1.01, Synergy_Loewe=-4.04, Synergy_HSA=-4.05. (3) Drug 1: CC(CN1CC(=O)NC(=O)C1)N2CC(=O)NC(=O)C2. Drug 2: CS(=O)(=O)CCNCC1=CC=C(O1)C2=CC3=C(C=C2)N=CN=C3NC4=CC(=C(C=C4)OCC5=CC(=CC=C5)F)Cl. Cell line: SF-295. Synergy scores: CSS=20.2, Synergy_ZIP=-8.43, Synergy_Bliss=-2.96, Synergy_Loewe=-2.56, Synergy_HSA=-2.57. (4) Drug 1: CN1C(=O)N2C=NC(=C2N=N1)C(=O)N. Drug 2: CC1C(C(CC(O1)OC2CC(CC3=C2C(=C4C(=C3O)C(=O)C5=CC=CC=C5C4=O)O)(C(=O)C)O)N)O. Cell line: K-562. Synergy scores: CSS=32.1, Synergy_ZIP=-8.91, Synergy_Bliss=-8.94, Synergy_Loewe=-6.72, Synergy_HSA=-5.69. (5) Drug 1: C1CNP(=O)(OC1)N(CCCl)CCCl. Drug 2: C1C(C(OC1N2C=NC(=NC2=O)N)CO)O. Cell line: 786-0. Synergy scores: CSS=-2.70, Synergy_ZIP=1.58, Synergy_Bliss=-1.12, Synergy_Loewe=-7.61, Synergy_HSA=-4.90. (6) Drug 1: CC1CCC2CC(C(=CC=CC=CC(CC(C(=O)C(C(C(=CC(C(=O)CC(OC(=O)C3CCCCN3C(=O)C(=O)C1(O2)O)C(C)CC4CCC(C(C4)OC)O)C)C)O)OC)C)C)C)OC. Drug 2: CC=C1C(=O)NC(C(=O)OC2CC(=O)NC(C(=O)NC(CSSCCC=C2)C(=O)N1)C(C)C)C(C)C. Cell line: HL-60(TB). Synergy scores: CSS=45.2, Synergy_ZIP=2.70, Synergy_Bliss=2.18, Synergy_Loewe=-48.6, Synergy_HSA=-4.32. (7) Drug 1: C1=CC(=CC=C1C#N)C(C2=CC=C(C=C2)C#N)N3C=NC=N3. Drug 2: CCC1(CC2CC(C3=C(CCN(C2)C1)C4=CC=CC=C4N3)(C5=C(C=C6C(=C5)C78CCN9C7C(C=CC9)(C(C(C8N6C=O)(C(=O)OC)O)OC(=O)C)CC)OC)C(=O)OC)O.OS(=O)(=O)O. Cell line: HCC-2998. Synergy scores: CSS=17.3, Synergy_ZIP=-9.82, Synergy_Bliss=-7.54, Synergy_Loewe=-21.4, Synergy_HSA=-7.20.